From a dataset of Full USPTO retrosynthesis dataset with 1.9M reactions from patents (1976-2016). Predict the reactants needed to synthesize the given product. (1) The reactants are: Cl[C:2]1[N:7]=[C:6]([NH2:8])[C:5]([N+:9]([O-:11])=[O:10])=[CH:4][N:3]=1.Cl.[NH:13]1[CH2:18][CH2:17][O:16][C@@H:15]([C:19]([N:21]2[CH2:25][CH2:24][CH2:23][CH2:22]2)=[O:20])[CH2:14]1.C(N(CC)CC)C. Given the product [NH2:8][C:6]1[C:5]([N+:9]([O-:11])=[O:10])=[CH:4][N:3]=[C:2]([N:13]2[CH2:18][CH2:17][O:16][C@@H:15]([C:19]([N:21]3[CH2:25][CH2:24][CH2:23][CH2:22]3)=[O:20])[CH2:14]2)[N:7]=1, predict the reactants needed to synthesize it. (2) The reactants are: [O:1]1[C:5]2([CH2:10][CH2:9][CH:8]([CH:11]([NH:14][C:15](=[O:21])[O:16][C:17]([CH3:20])([CH3:19])[CH3:18])[CH:12]=[CH2:13])[CH2:7][CH2:6]2)[O:4][CH2:3][CH2:2]1.[BH4-].[Na+].C[OH:25]. Given the product [OH:25][CH2:13][CH2:12][CH:11]([NH:14][C:15](=[O:21])[O:16][C:17]([CH3:20])([CH3:19])[CH3:18])[CH:8]1[CH2:7][CH2:6][C:5]2([O:4][CH2:3][CH2:2][O:1]2)[CH2:10][CH2:9]1, predict the reactants needed to synthesize it. (3) Given the product [C:1]([O:5][C:6](=[O:21])[CH2:7][C@@:8]1([CH2:17][NH2:18])[CH2:14][C@@H:13]2[C@H:9]1[CH:10]=[C:11]([CH2:15][CH3:16])[CH2:12]2)([CH3:3])([CH3:2])[CH3:4], predict the reactants needed to synthesize it. The reactants are: [C:1]([O:5][C:6](=[O:21])[CH2:7][C@@:8]1([CH2:17][N+:18]([O-])=O)[CH2:14][C@@H:13]2[C@H:9]1[CH:10]=[C:11]([CH2:15][CH3:16])[CH2:12]2)([CH3:4])([CH3:3])[CH3:2].[Cl-].[NH4+]. (4) Given the product [CH3:1][O:2][C:3]1[CH:4]=[C:5]2[CH:11]=[C:10]([CH3:12])[NH:9][C:6]2=[N:7][CH:8]=1, predict the reactants needed to synthesize it. The reactants are: [CH3:1][O:2][C:3]1[CH:4]=[C:5]2[CH:11]=[C:10]([CH3:12])[N:9](S(C3C=CC=CC=3)(=O)=O)[C:6]2=[N:7][CH:8]=1.[OH-].[Na+].O.